From a dataset of Full USPTO retrosynthesis dataset with 1.9M reactions from patents (1976-2016). Predict the reactants needed to synthesize the given product. (1) Given the product [NH2:1][C:2]1[C:7]2=[C:8]([C:25]3[CH:26]=[CH:27][C:28]4[C:32]([CH:33]=3)=[N:31][N:30]([CH2:34][C:35]3[CH:40]=[CH:39][CH:38]=[CH:37][CH:36]=3)[C:29]=4[NH2:41])[CH:9]=[C:10]([CH:11]3[CH2:16][CH2:15][N:14]([C:17](=[O:24])[CH2:18][NH:19][CH3:20])[CH2:13][CH2:12]3)[N:6]2[N:5]=[CH:4][N:3]=1, predict the reactants needed to synthesize it. The reactants are: [NH2:1][C:2]1[C:7]2=[C:8]([C:25]3[CH:26]=[CH:27][C:28]4[C:32]([CH:33]=3)=[N:31][N:30]([CH2:34][C:35]3[CH:40]=[CH:39][CH:38]=[CH:37][CH:36]=3)[C:29]=4[NH2:41])[CH:9]=[C:10]([CH:11]3[CH2:16][CH2:15][N:14]([C:17](=[O:24])[CH2:18][N:19](C)[C:20](=O)O)[CH2:13][CH2:12]3)[N:6]2[N:5]=[CH:4][N:3]=1.FC(F)(F)C(O)=O.CCOC(C)=O. (2) Given the product [C:10]1([C:6]2[S:7][CH:8]=[C:4]([C:1](=[O:3])[CH3:2])[CH:5]=2)[CH:15]=[CH:14][CH:13]=[CH:12][CH:11]=1, predict the reactants needed to synthesize it. The reactants are: [C:1]([C:4]1[CH:5]=[C:6](Br)[S:7][CH:8]=1)(=[O:3])[CH3:2].[C:10]1(B(O)O)[CH:15]=[CH:14][CH:13]=[CH:12][CH:11]=1.C([O-])([O-])=O.[K+].[K+].O. (3) Given the product [P:32]([O:16][C:14]1[C:13]2[C:8](=[CH:9][C:10]3[O:19][CH2:18][O:17][C:11]=3[CH:12]=2)[N:7]=[C:6]([C:4]2[C:3]3[CH:20]=[CH:21][CH:22]=[CH:23][C:2]=3[O:1][CH:5]=2)[CH:15]=1)([O:31][CH2:24][C:25]1[CH:30]=[CH:29][CH:28]=[CH:27][CH:26]=1)([O:33][CH2:34][C:35]1[CH:40]=[CH:39][CH:38]=[CH:37][CH:36]=1)=[O:41], predict the reactants needed to synthesize it. The reactants are: [O:1]1[CH:5]=[C:4]([C:6]2[CH2:15][C:14](=[O:16])[C:13]3[C:8](=[CH:9][C:10]4[O:19][CH2:18][O:17][C:11]=4[CH:12]=3)[N:7]=2)[C:3]2[CH:20]=[CH:21][CH:22]=[CH:23][C:2]1=2.[CH2:24]([O:31][P:32](O[P:32]([O:31][CH2:24][C:25]1[CH:26]=[CH:27][CH:28]=[CH:29][CH:30]=1)([O:33][CH2:34][C:35]1[CH:36]=[CH:37][CH:38]=[CH:39][CH:40]=1)=[O:41])(=[O:41])[O:33][CH2:34][C:35]1[CH:40]=[CH:39][CH:38]=[CH:37][CH:36]=1)[C:25]1[CH:30]=[CH:29][CH:28]=[CH:27][CH:26]=1.[H-].[Na+]. (4) The reactants are: [O:1]([C:18]1[CH:19]=[C:20]([CH:23]=[CH:24][C:25]=1[O:26][CH3:27])[CH:21]=O)[CH2:2][CH2:3][CH2:4][CH2:5][CH2:6][O:7][C:8]1[CH:9]=[C:10]([CH:13]=[CH:14][C:15]=1[O:16][CH3:17])[CH:11]=O.[C:28]([NH:31][NH2:32])([NH2:30])=[NH:29].[ClH:33].Cl.Cl.[NH2:36][NH:37][C:38]([NH2:40])=[NH:39]. Given the product [ClH:33].[ClH:33].[C:28]([NH:31][N:32]=[CH:21][C:20]1[CH:23]=[CH:24][C:25]([O:26][CH3:27])=[C:18]([O:1][CH2:2][CH2:3][CH2:4][CH2:5][CH2:6][O:7][C:8]2[CH:9]=[C:10]([CH:13]=[CH:14][C:15]=2[O:16][CH3:17])[CH:11]=[N:36][NH:37][C:38](=[NH:39])[NH2:40])[CH:19]=1)(=[NH:30])[NH2:29], predict the reactants needed to synthesize it.